From a dataset of Forward reaction prediction with 1.9M reactions from USPTO patents (1976-2016). Predict the product of the given reaction. (1) Given the reactants [CH2:1]([O:8][C:9]([NH:11][C@H:12]([C:19]1[CH:24]=[CH:23][CH:22]=[C:21]([NH:25][C:26]([O:28][CH2:29][CH2:30][C:31]2[CH:36]=[CH:35][C:34]([Br:37])=[CH:33][C:32]=2[CH3:38])=[O:27])[CH:20]=1)CC(OCC)=O)=[O:10])[C:2]1[CH:7]=[CH:6][CH:5]=[CH:4][CH:3]=1.N[C:40]1C=C(C=CC=1)CN(C)C(=O)OCC1C=CC=CC=1.BrC1C=CC(CCO)=C(C)C=1, predict the reaction product. The product is: [CH2:1]([O:8][C:9]([N:11]([CH2:12][C:19]1[CH:20]=[C:21]([NH:25][C:26]([O:28][CH2:29][CH2:30][C:31]2[CH:36]=[CH:35][C:34]([Br:37])=[CH:33][C:32]=2[CH3:38])=[O:27])[CH:22]=[CH:23][CH:24]=1)[CH3:40])=[O:10])[C:2]1[CH:3]=[CH:4][CH:5]=[CH:6][CH:7]=1. (2) Given the reactants [CH3:1][N:2]1[C:11]2[CH:10]=[CH:9][CH:8]=[C:7]3[C@@H:12]4[CH2:17][N:16]([CH2:18][CH2:19][CH2:20][C:21]([C:23]5[CH:28]=[CH:27][C:26]([F:29])=[CH:25][CH:24]=5)=[O:22])[CH2:15][CH2:14][C@@H:13]4[N:5]([C:6]=23)[CH2:4][CH2:3]1.[CH2:30]([NH:36][C:37](=[O:41])[O:38][CH2:39]Cl)[CH2:31][CH2:32][CH2:33][CH2:34][CH3:35].[Na+].[I-], predict the reaction product. The product is: [CH:37]([O-:41])=[O:38].[F:29][C:26]1[CH:25]=[CH:24][C:23]([C:21](=[O:22])[CH2:20][CH2:19][CH2:18][N+:16]2([CH2:39][O:38][C:37](=[O:41])[NH:36][CH2:30][CH2:31][CH2:32][CH2:33][CH2:34][CH3:35])[CH2:15][CH2:14][C@@H:13]3[N:5]4[C:6]5[C:7]([C@@H:12]3[CH2:17]2)=[CH:8][CH:9]=[CH:10][C:11]=5[N:2]([CH3:1])[CH2:3][CH2:4]4)=[CH:28][CH:27]=1. (3) Given the reactants [Cl:1][C:2]1[CH:10]=[C:9]2[C:5]([C:6]([C:11]3[N:12]=[C:13]4[C:19]([CH:20]=[O:21])=[CH:18][N:17]([CH2:22][O:23][CH2:24][CH2:25][Si:26]([CH3:29])([CH3:28])[CH3:27])[C:14]4=[N:15][CH:16]=3)=[N:7][NH:8]2)=[C:4]([F:30])[CH:3]=1.S(=O)(=O)([OH:33])N.Cl([O-])=O.[Na+].OP([O-])(O)=O.[K+], predict the reaction product. The product is: [Cl:1][C:2]1[CH:10]=[C:9]2[C:5]([C:6]([C:11]3[N:12]=[C:13]4[C:19]([C:20]([OH:33])=[O:21])=[CH:18][N:17]([CH2:22][O:23][CH2:24][CH2:25][Si:26]([CH3:27])([CH3:29])[CH3:28])[C:14]4=[N:15][CH:16]=3)=[N:7][NH:8]2)=[C:4]([F:30])[CH:3]=1. (4) Given the reactants [Cl:1][C:2]1[CH:7]=[C:6]([OH:8])[CH:5]=[CH:4][N:3]=1.[H-].[Na+].[Cl:11][C:12]1[C:13](F)=[CH:14][C:15]([F:21])=[C:16]([N+:18]([O-:20])=[O:19])[CH:17]=1, predict the reaction product. The product is: [Cl:1][C:2]1[CH:7]=[C:6]([O:8][C:13]2[CH:14]=[C:15]([F:21])[C:16]([N+:18]([O-:20])=[O:19])=[CH:17][C:12]=2[Cl:11])[CH:5]=[CH:4][N:3]=1. (5) Given the reactants [Cl:1][C:2]1[CH:3]=[C:4]([C:12]2[O:16][N:15]=[C:14]([C:17]3[CH:22]=[CH:21][C:20]([NH:23][C@H:24]4[CH2:28][CH2:27][C@@H:26]([C:29]([OH:31])=[O:30])[CH2:25]4)=[CH:19][CH:18]=3)[N:13]=2)[CH:5]=[N:6][C:7]=1[O:8][CH:9]([CH3:11])[CH3:10], predict the reaction product. The product is: [CH2:7]([OH:8])[CH3:2].[Cl:1][C:2]1[CH:3]=[C:4]([C:12]2[O:16][N:15]=[C:14]([C:17]3[CH:18]=[CH:19][C:20]([NH:23][C@H:24]4[CH2:28][CH2:27][C@@H:26]([C:29]([OH:31])=[O:30])[CH2:25]4)=[CH:21][CH:22]=3)[N:13]=2)[CH:5]=[N:6][C:7]=1[O:8][CH:9]([CH3:10])[CH3:11].